Dataset: Full USPTO retrosynthesis dataset with 1.9M reactions from patents (1976-2016). Task: Predict the reactants needed to synthesize the given product. (1) Given the product [ClH:20].[ClH:20].[N:30]1([CH:35]2[CH2:40][CH2:39][N:38]([CH2:19][CH2:18][O:17][C:14]3[CH:15]=[C:16]4[C:11](=[CH:12][CH:13]=3)[O:10][C:9]([C:21]3[N:26]=[CH:25][N:24]5[CH:27]=[CH:28][CH:29]=[C:23]5[CH:22]=3)=[CH:8][C:7]4=[N:6][OH:5])[CH2:37][CH2:36]2)[CH2:34][CH2:33][CH2:32][CH2:31]1, predict the reactants needed to synthesize it. The reactants are: C([O:5][N:6]=[C:7]1[C:16]2[C:11](=[CH:12][CH:13]=[C:14]([O:17][CH2:18][CH2:19][Cl:20])[CH:15]=2)[O:10][C:9]([C:21]2[N:26]=[CH:25][N:24]3[CH:27]=[CH:28][CH:29]=[C:23]3[CH:22]=2)=[CH:8]1)(C)(C)C.[N:30]1([CH:35]2[CH2:40][CH2:39][NH:38][CH2:37][CH2:36]2)[CH2:34][CH2:33][CH2:32][CH2:31]1. (2) Given the product [Si:36]([O:35][C:34]1[C:43]([F:47])=[C:44]([B:16]([OH:21])[OH:17])[CH:45]=[CH:46][C:33]=1[CH:29]1[CH2:30][CH2:31][CH2:32]1)([C:39]([CH3:42])([CH3:40])[CH3:41])([CH3:38])[CH3:37], predict the reactants needed to synthesize it. The reactants are: CC1(C)CCCC(C)(C)N1.[Li]CCCC.[B:16](OC(C)C)([O:21]C(C)C)[O:17]C(C)C.[CH:29]1([C:33]2[CH:46]=[CH:45][CH:44]=[C:43]([F:47])[C:34]=2[O:35][Si:36]([C:39]([CH3:42])([CH3:41])[CH3:40])([CH3:38])[CH3:37])[CH2:32][CH2:31][CH2:30]1.C(O)(=O)C. (3) Given the product [C:19]([C:16]1[CH:15]=[CH:14][C:13](/[C:12](/[C:23]2[CH:24]=[CH:25][C:26]([Cl:31])=[C:27]([O:29][CH3:30])[N:28]=2)=[CH:11]\[CH2:10][N:5]2[CH2:6][CH2:7][O:3][C:4]2=[O:8])=[CH:18][CH:17]=1)([CH3:20])([CH3:21])[CH3:22], predict the reactants needed to synthesize it. The reactants are: [H-].[Na+].[O:3]1[CH2:7][CH2:6][NH:5][C:4]1=[O:8].Br[CH2:10]/[CH:11]=[C:12](/[C:23]1[N:28]=[C:27]([O:29][CH3:30])[C:26]([Cl:31])=[CH:25][CH:24]=1)\[C:13]1[CH:18]=[CH:17][C:16]([C:19]([CH3:22])([CH3:21])[CH3:20])=[CH:15][CH:14]=1.O. (4) The reactants are: ClC1[CH:3]=[C:4]([C:8]2[C:13]3[N:14]([CH2:27][C@H:28]4[CH2:33][CH2:32][C@H:31]([CH3:34])[CH2:30][CH2:29]4)[C:15]([C:17]([C:20]4[CH:25]=[CH:24][CH:23]=[CH:22][C:21]=4[F:26])(O)[CH3:18])=[N:16][C:12]=3[CH:11]=[C:10]([C:35]3[NH:39][C:38](=[O:40])[O:37][N:36]=3)[N:9]=2)[CH:5]=[N:6][CH:7]=1.C(N(S(F)(F)[F:47])CC)C.Cl[CH2:51][Cl:52]. Given the product [Cl:52][C:51]1[CH:3]=[C:4]([C:8]2[C:13]3[N:14]([CH2:27][C@H:28]4[CH2:33][CH2:32][C@H:31]([CH3:34])[CH2:30][CH2:29]4)[C:15]([C:17]([F:47])([C:20]4[CH:25]=[CH:24][CH:23]=[CH:22][C:21]=4[F:26])[CH3:18])=[N:16][C:12]=3[CH:11]=[C:10]([C:35]3[NH:39][C:38](=[O:40])[O:37][N:36]=3)[N:9]=2)[CH:5]=[N:6][CH:7]=1, predict the reactants needed to synthesize it. (5) The reactants are: [OH:1][C:2]1[CH:38]=[CH:37][C:5]([C:6]([CH2:8][CH2:9][CH2:10][NH:11][C:12]2[CH:17]=[C:16]([O:18][CH3:19])[CH:15]=[CH:14][C:13]=2[CH:20]2[CH2:29][CH2:28][C:27]3[CH:26]=[C:25]([O:30]C(=O)C(C)(C)C)[CH:24]=[CH:23][C:22]=3[CH2:21]2)=O)=[CH:4][CH:3]=1.Cl[CH2:40][C:41]([N:43]1[CH2:52][CH2:51][C:46]2([O:50][CH2:49][CH2:48][O:47]2)[CH2:45][CH2:44]1)=O. Given the product [O:50]1[C:46]2([CH2:45][CH2:44][N:43]([CH2:41][CH2:40][O:1][C:2]3[CH:38]=[CH:37][C:5]([CH2:6][CH2:8][CH2:9][CH2:10][NH:11][C:12]4[CH:17]=[C:16]([O:18][CH3:19])[CH:15]=[CH:14][C:13]=4[CH:20]4[CH2:29][CH2:28][C:27]5[CH:26]=[C:25]([OH:30])[CH:24]=[CH:23][C:22]=5[CH2:21]4)=[CH:4][CH:3]=3)[CH2:52][CH2:51]2)[O:47][CH2:48][CH2:49]1, predict the reactants needed to synthesize it. (6) Given the product [O:6]=[C:4]1[C:3]2[CH:7]=[CH:8][C:9]([C:11]([F:14])([F:13])[F:12])=[CH:10][C:2]=2[S:1][C:15]([C:17]2[N:22]=[C:21]([CH2:23][CH2:24][C:25]([O:27][C:28]([CH3:31])([CH3:30])[CH3:29])=[O:26])[CH:20]=[CH:19][CH:18]=2)=[N:16]1, predict the reactants needed to synthesize it. The reactants are: [SH:1][C:2]1[CH:10]=[C:9]([C:11]([F:14])([F:13])[F:12])[CH:8]=[CH:7][C:3]=1[C:4]([OH:6])=O.[C:15]([C:17]1[N:22]=[C:21]([CH2:23][CH2:24][C:25]([O:27][C:28]([CH3:31])([CH3:30])[CH3:29])=[O:26])[CH:20]=[CH:19][CH:18]=1)#[N:16].